Dataset: Reaction yield outcomes from USPTO patents with 853,638 reactions. Task: Predict the reaction yield, written as a fraction of the theoretical maximum amount of product (1.0 means a 100% yield; for example, 0.34 means a 34% yield). (1) The yield is 0.940. The reactants are [CH3:1][N:2]1[CH:6]=[CH:5][C:4]([NH2:7])=[N:3]1.[CH3:8][C:9](=O)[CH2:10][CH2:11][C:12](=O)[CH3:13].C1(C)C=CC(S(O)(=O)=O)=CC=1. The catalyst is C1C=CC=CC=1. The product is [CH3:13][C:12]1[N:7]([C:4]2[CH:5]=[CH:6][N:2]([CH3:1])[N:3]=2)[C:9]([CH3:8])=[CH:10][CH:11]=1. (2) The reactants are C12(CS(O)(=O)=O)C(C)(C)C(CC1)CC2=O.[CH2:16]([N:18]1[C:24]2[CH:25]=[C:26]([F:30])[C:27]([NH2:29])=[CH:28][C:23]=2[O:22][CH2:21][CH2:20][CH2:19]1)[CH3:17].Cl[C:32]1[N:37]=[C:36]([NH:38][C:39]2[C:48]([F:49])=[CH:47][CH:46]=[CH:45][C:40]=2[C:41]([NH:43][CH3:44])=[O:42])[C:35]([Cl:50])=[CH:34][N:33]=1. The catalyst is C(O)(C)C. The product is [Cl:50][C:35]1[C:36]([NH:38][C:39]2[C:48]([F:49])=[CH:47][CH:46]=[CH:45][C:40]=2[C:41]([NH:43][CH3:44])=[O:42])=[N:37][C:32]([NH:29][C:27]2[C:26]([F:30])=[CH:25][C:24]3[N:18]([CH2:16][CH3:17])[CH2:19][CH2:20][CH2:21][O:22][C:23]=3[CH:28]=2)=[N:33][CH:34]=1. The yield is 0.0700. (3) The reactants are Br[C:2]1[C:10]2[O:9][CH2:8][CH:7]([C:11]3[CH:16]=[CH:15][C:14]([CH:17]([CH3:19])[CH3:18])=[CH:13][CH:12]=3)[C:6]=2[C:5]([CH3:20])=[C:4]([NH:21][C:22](=[O:28])[CH2:23][C:24]([CH3:27])([CH3:26])[CH3:25])[C:3]=1[CH3:29].[CH3:30][C:31]1[CH:36]=[CH:35][C:34](B(O)O)=[CH:33][CH:32]=1. No catalyst specified. The product is [CH3:30][C:31]1[CH:36]=[CH:35][C:34]([C:2]2[C:10]3[O:9][CH2:8][CH:7]([C:11]4[CH:16]=[CH:15][C:14]([CH:17]([CH3:18])[CH3:19])=[CH:13][CH:12]=4)[C:6]=3[C:5]([CH3:20])=[C:4]([NH:21][C:22](=[O:28])[CH2:23][C:24]([CH3:26])([CH3:25])[CH3:27])[C:3]=2[CH3:29])=[CH:33][CH:32]=1. The yield is 0.680.